This data is from TCR-epitope binding with 47,182 pairs between 192 epitopes and 23,139 TCRs. The task is: Binary Classification. Given a T-cell receptor sequence (or CDR3 region) and an epitope sequence, predict whether binding occurs between them. (1) The epitope is ILKEPVHGV. The TCR CDR3 sequence is CASSTYSPGSYEQYF. Result: 0 (the TCR does not bind to the epitope). (2) The epitope is ILGLPTQTV. The TCR CDR3 sequence is CASSQETSGSYNEQFF. Result: 1 (the TCR binds to the epitope). (3) The epitope is SEISMDNSPNL. The TCR CDR3 sequence is CASSFGGNQPQHF. Result: 1 (the TCR binds to the epitope). (4) The epitope is NLNESLIDL. The TCR CDR3 sequence is CASSSQGALSYGYTF. Result: 1 (the TCR binds to the epitope).